From a dataset of Reaction yield outcomes from USPTO patents with 853,638 reactions. Predict the reaction yield, written as a fraction of the theoretical maximum amount of product (1.0 means a 100% yield; for example, 0.34 means a 34% yield). (1) The reactants are [C:1]([C:3]1[CH:8]=[CH:7][C:6]([C:9]2[N:10]=[CH:11][O:12][C:13]=2[C:14](OCC)=[O:15])=[CH:5][CH:4]=1)#[N:2].[Li+].[BH4-]. The catalyst is C1COCC1. The product is [OH:15][CH2:14][C:13]1[O:12][CH:11]=[N:10][C:9]=1[C:6]1[CH:7]=[CH:8][C:3]([C:1]#[N:2])=[CH:4][CH:5]=1. The yield is 0.660. (2) The reactants are [CH3:1][CH:2]([NH2:4])[CH3:3].Cl[CH2:6][C:7]([O:9][CH2:10][CH3:11])=[O:8]. The catalyst is C1(C)C=CC=CC=1. The product is [CH:2]([NH:4][CH2:6][C:7]([O:9][CH2:10][CH3:11])=[O:8])([CH3:3])[CH3:1]. The yield is 0.510. (3) The reactants are [CH3:1][O:2][C:3]1[CH:4]=[C:5]2[C:10](=[CH:11][C:12]=1[O:13][CH3:14])[N:9]=[CH:8][CH:7]=[C:6]2[O:15][C:16]1[CH:21]=[CH:20][C:19]([O:22][CH3:23])=[CH:18][C:17]=1[CH:24]([C:26]1[S:27][CH:28]=[CH:29][N:30]=1)[OH:25]. The catalyst is CO.C(Cl)Cl.[O-2].[O-2].[Mn+4]. The product is [CH3:1][O:2][C:3]1[CH:4]=[C:5]2[C:10](=[CH:11][C:12]=1[O:13][CH3:14])[N:9]=[CH:8][CH:7]=[C:6]2[O:15][C:16]1[CH:21]=[CH:20][C:19]([O:22][CH3:23])=[CH:18][C:17]=1[C:24]([C:26]1[S:27][CH:28]=[CH:29][N:30]=1)=[O:25]. The yield is 0.740. (4) The yield is 0.220. The catalyst is C(#N)C.[Cu]I.[Pd](Cl)Cl.C1(P(C2C=CC=CC=2)C2C=CC=CC=2)C=CC=CC=1. The reactants are Br[C:2]1[CH:13]=[CH:12][C:5]2[O:6][CH:7]([C:9](=[O:11])[CH3:10])[O:8][C:4]=2[CH:3]=1.[CH:14]#[C:15][CH2:16][CH2:17][CH3:18].C(N(CC)CC)C.CCCCCCC. The product is [C:14]([C:2]1[CH:13]=[CH:12][C:5]2[O:6][CH:7]([C:9](=[O:11])[CH3:10])[O:8][C:4]=2[CH:3]=1)#[C:15][CH2:16][CH2:17][CH3:18]. (5) The reactants are [CH:1]1([S:4]([C:7]2[CH:12]=[CH:11][C:10]([N+:13]([O-])=O)=[CH:9][C:8]=2[C@H:16]2[C@H:20]([C:21]([O:23][CH2:24][CH3:25])=[O:22])[CH2:19][CH2:18][N:17]2[C:26]([O:28][C:29]([CH3:32])([CH3:31])[CH3:30])=[O:27])(=[O:6])=[O:5])[CH2:3][CH2:2]1.[H][H]. The catalyst is CO.C1COCC1.[Pd]. The product is [NH2:13][C:10]1[CH:11]=[CH:12][C:7]([S:4]([CH:1]2[CH2:2][CH2:3]2)(=[O:6])=[O:5])=[C:8]([C@H:16]2[C@H:20]([C:21]([O:23][CH2:24][CH3:25])=[O:22])[CH2:19][CH2:18][N:17]2[C:26]([O:28][C:29]([CH3:31])([CH3:32])[CH3:30])=[O:27])[CH:9]=1. The yield is 0.950. (6) The reactants are [NH2:1]/[C:2](=[N:4]\[O:5][C:6](=O)[C@@H:7]([NH:12][C:13]([C:15]1[N:16]=[C:17]([C:31]2[CH:36]=[CH:35][CH:34]=[CH:33][CH:32]=2)[N:18]2[CH2:23][CH2:22][N:21]([C:24]([O:26][C:27]([CH3:30])([CH3:29])[CH3:28])=[O:25])[CH2:20][C:19]=12)=[O:14])[C:8]([CH3:11])([CH3:10])[CH3:9])/[CH3:3]. The catalyst is CCCC[N+](CCCC)(CCCC)CCCC.[F-].C1COCC1. The product is [CH3:10][C:8]([CH3:9])([CH3:11])[C@H:7]([NH:12][C:13]([C:15]1[N:16]=[C:17]([C:31]2[CH:32]=[CH:33][CH:34]=[CH:35][CH:36]=2)[N:18]2[CH2:23][CH2:22][N:21]([C:24]([O:26][C:27]([CH3:28])([CH3:29])[CH3:30])=[O:25])[CH2:20][C:19]=12)=[O:14])[C:6]1[O:5][N:4]=[C:2]([CH3:3])[N:1]=1. The yield is 0.880. (7) The reactants are [CH2:1]1[C:10]2[C:5](=[CH:6][CH:7]=[CH:8][CH:9]=2)[CH2:4][CH2:3][N:2]1[CH2:11][CH2:12][N:13]=[C:14]1[C:23]2[C:18](=[CH:19][CH:20]=[C:21]([N+:24]([O-:26])=[O:25])[CH:22]=2)[CH2:17][CH2:16][CH2:15]1.C(O)(=O)C.[BH-](OC(C)=O)(OC(C)=O)OC(C)=O.[Na+]. The catalyst is ClC(Cl)C. The product is [CH2:1]1[C:10]2[C:5](=[CH:6][CH:7]=[CH:8][CH:9]=2)[CH2:4][CH2:3][N:2]1[CH2:11][CH2:12][NH:13][CH:14]1[C:23]2[C:18](=[CH:19][CH:20]=[C:21]([N+:24]([O-:26])=[O:25])[CH:22]=2)[CH2:17][CH2:16][CH2:15]1. The yield is 0.530. (8) The reactants are [CH2:1]([O:8][C:9]1[CH:18]=[C:17]2[C:12]([C:13]([OH:19])=[CH:14][CH:15]=[N:16]2)=[CH:11][C:10]=1[O:20][CH3:21])[C:2]1[CH:7]=[CH:6][CH:5]=[CH:4][CH:3]=1.C(=O)([O-])[O-].[Cs+].[Cs+].F[C:29]1[CH:34]=[CH:33][C:32]([N+:35]([O-:37])=[O:36])=[CH:31][C:30]=1[F:38]. The catalyst is CN(C=O)C.C(#N)C. The product is [CH2:1]([O:8][C:9]1[CH:18]=[C:17]2[C:12]([C:13]([O:19][C:29]3[CH:34]=[CH:33][C:32]([N+:35]([O-:37])=[O:36])=[CH:31][C:30]=3[F:38])=[CH:14][CH:15]=[N:16]2)=[CH:11][C:10]=1[O:20][CH3:21])[C:2]1[CH:3]=[CH:4][CH:5]=[CH:6][CH:7]=1. The yield is 0.310.